From a dataset of Peptide-MHC class I binding affinity with 185,985 pairs from IEDB/IMGT. Regression. Given a peptide amino acid sequence and an MHC pseudo amino acid sequence, predict their binding affinity value. This is MHC class I binding data. (1) The peptide sequence is FEIMDLEKRH. The MHC is HLA-B40:01 with pseudo-sequence HLA-B40:01. The binding affinity (normalized) is 0.410. (2) The binding affinity (normalized) is 0.795. The peptide sequence is RRRWQQLLALA. The MHC is HLA-B27:05 with pseudo-sequence HLA-B27:05. (3) The peptide sequence is YATVAGHEG. The MHC is HLA-A26:01 with pseudo-sequence HLA-A26:01. The binding affinity (normalized) is 0.0847. (4) The peptide sequence is LPFMSDMSSK. The MHC is H-2-Kb with pseudo-sequence H-2-Kb. The binding affinity (normalized) is 0.124.